From a dataset of Reaction yield outcomes from USPTO patents with 853,638 reactions. Predict the reaction yield, written as a fraction of the theoretical maximum amount of product (1.0 means a 100% yield; for example, 0.34 means a 34% yield). (1) The reactants are [Cl:1][C:2]1[N:7]=[CH:6][C:5]([C:8]2[CH:17]=[CH:16][C:11]3[N:12]=[C:13]([NH2:15])[S:14][C:10]=3[CH:9]=2)=[CH:4][C:3]=1[N:18]([CH3:20])[CH3:19].[CH3:21][O:22][CH2:23][C:24](Cl)=[O:25]. The catalyst is C(Cl)Cl.N1C=CC=CC=1. The product is [Cl:1][C:2]1[N:7]=[CH:6][C:5]([C:8]2[CH:17]=[CH:16][C:11]3[N:12]=[C:13]([NH:15][C:24](=[O:25])[CH2:23][O:22][CH3:21])[S:14][C:10]=3[CH:9]=2)=[CH:4][C:3]=1[N:18]([CH3:20])[CH3:19]. The yield is 0.820. (2) The reactants are Br[C:2]1[CH:7]=[C:6]([F:8])[C:5]([Cl:9])=[CH:4][C:3]=1[F:10].C([Mg]Cl)(C)C.C(O[B:20]1[O:24][C:23]([CH3:26])([CH3:25])[C:22]([CH3:28])([CH3:27])[O:21]1)(C)C.C(OCC)C. The catalyst is O1CCCC1. The product is [Cl:9][C:5]1[C:6]([F:8])=[CH:7][C:2]([B:20]2[O:24][C:23]([CH3:26])([CH3:25])[C:22]([CH3:28])([CH3:27])[O:21]2)=[C:3]([F:10])[CH:4]=1. The yield is 0.723. (3) The reactants are [CH3:1][O:2][C:3](=[O:17])[C:4]1[CH:9]=[C:8]([O:10]CC(C)=C)[C:7]([Br:15])=[C:6]([OH:16])[CH:5]=1. The catalyst is CN1C(=O)CCC1. The product is [CH3:1][O:2][C:3](=[O:17])[C:4]1[CH:5]=[C:6]([OH:16])[C:7]([Br:15])=[C:8]([OH:10])[C:9]=1[CH2:5][C:4]([CH3:9])=[CH2:3]. The yield is 0.940. (4) The reactants are [Cl:1][C:2]1[CH:7]=[CH:6][C:5]([N:8]2[CH2:13][CH2:12][N:11]([C@H:14]3[CH2:18][CH2:17][C@@H:16]([C:19]([O:21]C)=[O:20])[CH2:15]3)[CH2:10][CH2:9]2)=[CH:4][CH:3]=1.O.[OH-].[Li+]. The catalyst is O. The product is [Cl:1][C:2]1[CH:3]=[CH:4][C:5]([N:8]2[CH2:13][CH2:12][N:11]([C@H:14]3[CH2:18][CH2:17][C@@H:16]([C:19]([OH:21])=[O:20])[CH2:15]3)[CH2:10][CH2:9]2)=[CH:6][CH:7]=1. The yield is 0.697. (5) The reactants are Cl.[F:2][C@@:3]12[C@:16]3([CH3:17])[C:11](=[CH:12][C:13](=[O:18])[CH:14]=[CH:15]3)[C@@H:10]([F:19])[CH2:9][C@H:8]1[C@@H:7]1[CH2:20][C@@H:21]3[C@:25]([C:26](=[O:29])[CH2:27][F:28])([C@@:6]1([CH3:30])[CH2:5][C@@H:4]2[OH:31])[CH2:24][NH:23][CH2:22]3.[F:32][C:33]1[CH:40]=[CH:39][C:36]([CH2:37]Br)=[CH:35][CH:34]=1.C([O-])(O)=O.[Na+]. The yield is 0.322. The catalyst is C(Cl)Cl. The product is [F:2][C@@:3]12[C@:16]3([CH3:17])[C:11](=[CH:12][C:13](=[O:18])[CH:14]=[CH:15]3)[C@@H:10]([F:19])[CH2:9][C@H:8]1[C@@H:7]1[CH2:20][C@@H:21]3[C@:25]([C:26](=[O:29])[CH2:27][F:28])([C@@:6]1([CH3:30])[CH2:5][C@@H:4]2[OH:31])[CH2:24][N:23]([CH2:37][C:36]1[CH:39]=[CH:40][C:33]([F:32])=[CH:34][CH:35]=1)[CH2:22]3. (6) The reactants are Br[C:2]1[CH:7]=[CH:6][CH:5]=[CH:4][N:3]=1.[Li]CCCC.[CH2:13]([Sn:17](Cl)([CH2:22][CH2:23][CH2:24][CH3:25])[CH2:18][CH2:19][CH2:20][CH3:21])[CH2:14][CH2:15][CH3:16].[Cl-].[NH4+]. The catalyst is C1COCC1.CCCCCC. The product is [CH2:22]([Sn:17]([CH2:13][CH2:14][CH2:15][CH3:16])([CH2:18][CH2:19][CH2:20][CH3:21])[C:2]1[CH:7]=[CH:6][CH:5]=[CH:4][N:3]=1)[CH2:23][CH2:24][CH3:25]. The yield is 0.340. (7) The reactants are CC(C)([O-])C.[K+].C(C1C=CC=CC=1)(=O)C1C=CC=CC=1.[CH3:21][N:22]1[C@@H:38]2[CH2:39][C:27]3[CH:28]=[CH:29][C:30]([O:41][CH3:42])=[C:31]4[O:32][C@H:33]5[C@@H:34]([OH:40])[CH2:35][CH2:36][C@@H:37]2[C@:25]5([C:26]=34)[CH2:24][CH2:23]1.Cl. The catalyst is C1C=CC=CC=1. The product is [CH3:21][N:22]1[C@@H:38]2[CH2:39][C:27]3[CH:28]=[CH:29][C:30]([O:41][CH3:42])=[C:31]4[O:32][C@H:33]5[C:34]([CH2:35][CH2:36][C@@H:37]2[C@:25]5([C:26]=34)[CH2:24][CH2:23]1)=[O:40]. The yield is 0.550. (8) The reactants are [CH3:1][C:2]([CH3:34])([CH2:5][C@@:6]1([C:28]2[CH:33]=[CH:32][CH:31]=[CH:30][CH:29]=2)[O:11][C:10](=[O:12])[N:9]([C@H:13]([C:15]2[CH:20]=[CH:19][C:18]([C:21]3[CH:26]=[CH:25][C:24](=[O:27])[NH:23][CH:22]=3)=[CH:17][CH:16]=2)[CH3:14])[CH2:8][CH2:7]1)[C:3]#[N:4].C([O-])([O-])=O.[Cs+].[Cs+].[CH:41](I)([CH3:43])[CH3:42]. The catalyst is CN(C=O)C. The product is [CH:41]([N:23]1[C:24](=[O:27])[CH:25]=[CH:26][C:21]([C:18]2[CH:19]=[CH:20][C:15]([C@@H:13]([N:9]3[CH2:8][CH2:7][C@:6]([CH2:5][C:2]([CH3:1])([CH3:34])[C:3]#[N:4])([C:28]4[CH:33]=[CH:32][CH:31]=[CH:30][CH:29]=4)[O:11][C:10]3=[O:12])[CH3:14])=[CH:16][CH:17]=2)=[CH:22]1)([CH3:43])[CH3:42]. The yield is 0.300. (9) The reactants are [CH3:1][C:2]1[CH2:6][C:5](=[O:7])[N:4]([C:8]2[CH:16]=[CH:15][C:11]([C:12]([OH:14])=O)=[CH:10][CH:9]=2)[N:3]=1.CN(C(ON1N=NC2C=CC=NC1=2)=[N+](C)C)C.F[P-](F)(F)(F)(F)F.[CH2:41]([O:43][C:44](=[O:57])[C@H:45]([OH:56])[C@H:46]([NH2:55])[CH2:47][C:48]1[CH:53]=[CH:52][CH:51]=[CH:50][C:49]=1[Cl:54])[CH3:42].CCN(C(C)C)C(C)C. The catalyst is CN(C=O)C. The product is [CH2:41]([O:43][C:44](=[O:57])[C@H:45]([OH:56])[C@H:46]([NH:55][C:12](=[O:14])[C:11]1[CH:10]=[CH:9][C:8]([N:4]2[C:5](=[O:7])[CH2:6][C:2]([CH3:1])=[N:3]2)=[CH:16][CH:15]=1)[CH2:47][C:48]1[CH:53]=[CH:52][CH:51]=[CH:50][C:49]=1[Cl:54])[CH3:42]. The yield is 0.980. (10) The reactants are [CH3:1][C:2]1[S:6][C:5]([C:7](Cl)=[O:8])=[CH:4][CH:3]=1.[NH2:10][C:11]1[S:12][C:13]2[C:19]([N:20]3[CH2:25][CH2:24][O:23][CH2:22][CH2:21]3)=[CH:18][CH:17]=[C:16]([O:26][CH3:27])[C:14]=2[N:15]=1. No catalyst specified. The product is [CH3:27][O:26][C:16]1[C:14]2[N:15]=[C:11]([NH:10][C:7]([C:5]3[S:6][C:2]([CH3:1])=[CH:3][CH:4]=3)=[O:8])[S:12][C:13]=2[C:19]([N:20]2[CH2:25][CH2:24][O:23][CH2:22][CH2:21]2)=[CH:18][CH:17]=1. The yield is 0.970.